Task: Regression. Given two drug SMILES strings and cell line genomic features, predict the synergy score measuring deviation from expected non-interaction effect.. Dataset: NCI-60 drug combinations with 297,098 pairs across 59 cell lines (1) Drug 1: CC1=CC=C(C=C1)C2=CC(=NN2C3=CC=C(C=C3)S(=O)(=O)N)C(F)(F)F. Drug 2: CS(=O)(=O)CCNCC1=CC=C(O1)C2=CC3=C(C=C2)N=CN=C3NC4=CC(=C(C=C4)OCC5=CC(=CC=C5)F)Cl. Cell line: RPMI-8226. Synergy scores: CSS=-0.431, Synergy_ZIP=2.14, Synergy_Bliss=0.499, Synergy_Loewe=1.23, Synergy_HSA=-1.75. (2) Drug 1: COC1=C(C=C2C(=C1)N=CN=C2NC3=CC(=C(C=C3)F)Cl)OCCCN4CCOCC4. Drug 2: C1=NC2=C(N=C(N=C2N1C3C(C(C(O3)CO)O)F)Cl)N. Cell line: HCT116. Synergy scores: CSS=42.2, Synergy_ZIP=-6.24, Synergy_Bliss=-5.05, Synergy_Loewe=-27.0, Synergy_HSA=-2.38. (3) Drug 1: CCC1=CC2CC(C3=C(CN(C2)C1)C4=CC=CC=C4N3)(C5=C(C=C6C(=C5)C78CCN9C7C(C=CC9)(C(C(C8N6C)(C(=O)OC)O)OC(=O)C)CC)OC)C(=O)OC.C(C(C(=O)O)O)(C(=O)O)O. Drug 2: CC1=C(C(=CC=C1)Cl)NC(=O)C2=CN=C(S2)NC3=CC(=NC(=N3)C)N4CCN(CC4)CCO. Cell line: MALME-3M. Synergy scores: CSS=27.3, Synergy_ZIP=2.61, Synergy_Bliss=-0.726, Synergy_Loewe=-10.4, Synergy_HSA=-5.77.